From a dataset of Catalyst prediction with 721,799 reactions and 888 catalyst types from USPTO. Predict which catalyst facilitates the given reaction. (1) Reactant: [CH3:1][CH:2]([C:6]1[C:10](/[CH:11]=[CH:12]/[C:13]([O:15][CH2:16][CH3:17])=[O:14])=[CH:9][N:8]([C:18]2[CH:23]=[CH:22][C:21]([C:24]([F:27])([F:26])[F:25])=[CH:20][N:19]=2)[N:7]=1)[CH2:3][CH2:4][CH3:5]. Product: [CH3:1][CH:2]([C:6]1[C:10]([CH2:11][CH2:12][C:13]([O:15][CH2:16][CH3:17])=[O:14])=[CH:9][N:8]([C:18]2[CH:23]=[CH:22][C:21]([C:24]([F:27])([F:26])[F:25])=[CH:20][N:19]=2)[N:7]=1)[CH2:3][CH2:4][CH3:5]. The catalyst class is: 481. (2) The catalyst class is: 1. Product: [CH3:22][O:23][C:24]1[CH:53]=[CH:52][C:27]2[C:28]3[C:29]4[N:34]5[C:35](=[N:36][CH:37]=[C:33]5[CH2:32][CH2:31][C:30]=4[CH:38]=[C:39]([OH:41])[CH:40]=3)[C:26]=2[CH:25]=1. Reactant: O.O.O.[F-].C([N+](CCCC)(CCCC)CCCC)CCC.[CH3:22][O:23][C:24]1[CH:53]=[CH:52][C:27]2[C:28]3[C:29]4[N:34]5[C:35](=[N:36][CH:37]=[C:33]5[CH2:32][CH2:31][C:30]=4[CH:38]=[C:39]([O:41][Si](C(C)C)(C(C)C)C(C)C)[CH:40]=3)[C:26]=2[CH:25]=1. (3) Reactant: [Cl:1][C:2]1[S:6][C:5]([C:7]2[N:8]=[C:9]([N:20]3[CH:24]=[CH:23][N:22]=[C:21]3[CH3:25])[O:10][C:11]=2[CH2:12][CH2:13][CH2:14][C:15](OCC)=[O:16])=[CH:4][CH:3]=1.[H-].[Al+3].[Li+].[H-].[H-].[H-].O. Product: [Cl:1][C:2]1[S:6][C:5]([C:7]2[N:8]=[C:9]([N:20]3[CH:24]=[CH:23][N:22]=[C:21]3[CH3:25])[O:10][C:11]=2[CH2:12][CH2:13][CH2:14][CH2:15][OH:16])=[CH:4][CH:3]=1. The catalyst class is: 7. (4) Reactant: [F:1][C:2]1[C:7]([F:8])=[CH:6][CH:5]=[CH:4][C:3]=1[C@:9]12[CH2:17][O:16][C@H:15]([C:18]([F:21])([F:20])[F:19])[C@H:14]1[CH2:13][S:12][C:11]([NH:22]C(=O)C1C=CC=CC=1)=[N:10]2.N12CCCN=C1CCCCC2. Product: [F:1][C:2]1[C:7]([F:8])=[CH:6][CH:5]=[CH:4][C:3]=1[C@:9]12[CH2:17][O:16][C@H:15]([C:18]([F:20])([F:19])[F:21])[C@H:14]1[CH2:13][S:12][C:11]([NH2:22])=[N:10]2. The catalyst class is: 5. (5) Reactant: [OH-].[K+].[CH:3]1([S:8][CH2:9][C:10]([O:12]CC)=[O:11])[CH2:7][CH2:6][CH2:5][CH2:4]1. Product: [CH:3]1([S:8][CH2:9][C:10]([OH:12])=[O:11])[CH2:7][CH2:6][CH2:5][CH2:4]1. The catalyst class is: 14. (6) Reactant: [N+:1]([C:4]1[CH:9]=[CH:8][CH:7]=[CH:6][C:5]=1[NH:10][C:11]1[CH:16]=[CH:15][C:14]([C:17]([C:26]2[CH:31]=[CH:30][C:29]([NH:32][C:33]3[CH:38]=[CH:37][CH:36]=[CH:35][C:34]=3[N+:39]([O-])=O)=[CH:28][CH:27]=2)([C:22]([F:25])([F:24])[F:23])[C:18]([F:21])([F:20])[F:19])=[CH:13][CH:12]=1)([O-])=O.[H][H]. Product: [NH2:39][C:34]1[CH:35]=[CH:36][CH:37]=[CH:38][C:33]=1[NH:32][C:29]1[CH:28]=[CH:27][C:26]([C:17]([C:14]2[CH:15]=[CH:16][C:11]([NH:10][C:5]3[CH:6]=[CH:7][CH:8]=[CH:9][C:4]=3[NH2:1])=[CH:12][CH:13]=2)([C:22]([F:23])([F:24])[F:25])[C:18]([F:20])([F:21])[F:19])=[CH:31][CH:30]=1. The catalyst class is: 586. (7) The catalyst class is: 3. Reactant: CCN(C(C)C)C(C)C.[F:10][C:11]([F:28])([F:27])[O:12][C:13]1[CH:14]=[CH:15][CH:16]=[C:17]2[C:22]=1[O:21][C:20](=[O:23])[C:19]([C:24]([OH:26])=O)=[CH:18]2.CN(C(ON1N=NC2C=CC=NC1=2)=[N+](C)C)C.F[P-](F)(F)(F)(F)F.[NH2:53][C:54]1[CH:55]=[C:56]([C:60]2[CH:65]=[CH:64][CH:63]=[CH:62][C:61]=2[NH:66][C:67](=[O:69])[CH3:68])[CH:57]=[CH:58][CH:59]=1. Product: [C:67]([NH:66][C:61]1[CH:62]=[CH:63][CH:64]=[CH:65][C:60]=1[C:56]1[CH:57]=[CH:58][CH:59]=[C:54]([NH:53][C:24]([C:19]2[C:20](=[O:23])[O:21][C:22]3[C:17]([CH:18]=2)=[CH:16][CH:15]=[CH:14][C:13]=3[O:12][C:11]([F:10])([F:28])[F:27])=[O:26])[CH:55]=1)(=[O:69])[CH3:68]. (8) Reactant: Cl[C:2]1[CH:3]=[CH:4][C:5]2[O:14][CH2:13][CH2:12][C:11]3[CH:10]=[C:9]([C:15]4[N:16]([C:20]5[CH:25]=[CH:24][C:23]([F:26])=[CH:22][C:21]=5[F:27])[N:17]=[CH:18][N:19]=4)[S:8][C:7]=3[C:6]=2[N:28]=1.[CH3:29][O:30][C:31]1[CH:38]=[CH:37][C:34]([CH2:35][NH2:36])=[CH:33][CH:32]=1.CC(C1C=C(C(C)C)C(C2C=CC=CC=2P(C2CCCCC2)C2CCCCC2)=C(C(C)C)C=1)C.C(O[Na])(C)(C)C. Product: [F:27][C:21]1[CH:22]=[C:23]([F:26])[CH:24]=[CH:25][C:20]=1[N:16]1[C:15]([C:9]2[S:8][C:7]3[C:6]4[N:28]=[C:2]([NH:36][CH2:35][C:34]5[CH:37]=[CH:38][C:31]([O:30][CH3:29])=[CH:32][CH:33]=5)[CH:3]=[CH:4][C:5]=4[O:14][CH2:13][CH2:12][C:11]=3[CH:10]=2)=[N:19][CH:18]=[N:17]1. The catalyst class is: 102.